This data is from Reaction yield outcomes from USPTO patents with 853,638 reactions. The task is: Predict the reaction yield, written as a fraction of the theoretical maximum amount of product (1.0 means a 100% yield; for example, 0.34 means a 34% yield). (1) The reactants are [NH2:1][C:2]1[N:7]=[C:6]([NH:8][CH2:9][CH3:10])[C:5](/[CH:11]=[CH:12]/[C:13](OCC)=[O:14])=[C:4]([CH3:18])[N:3]=1.C1CCN2C(=NCCC2)CC1. The catalyst is O. The product is [NH2:1][C:2]1[N:3]=[C:4]([CH3:18])[C:5]2[CH:11]=[CH:12][C:13](=[O:14])[N:8]([CH2:9][CH3:10])[C:6]=2[N:7]=1. The yield is 0.735. (2) The reactants are [CH:1]([NH:4][C:5]([C:7]1[C:15]2[C:10](=[N:11][CH:12]=[C:13](Br)[N:14]=2)[N:9]([CH2:17][O:18][CH2:19][CH2:20][Si:21]([CH3:24])([CH3:23])[CH3:22])[CH:8]=1)=[O:6])([CH3:3])[CH3:2].[C:25]([C:27]1[CH:28]=[C:29]([OH:33])[CH:30]=[CH:31][CH:32]=1)#[N:26].[O-]P([O-])([O-])=O.[K+].[K+].[K+].C(P(C(C)(C)C)C1C=CC=CC=1C1C=CC=CC=1N(C)C)(C)(C)C. The catalyst is C1(C)C=CC=CC=1.CC([O-])=O.CC([O-])=O.[Pd+2]. The product is [CH:1]([NH:4][C:5]([C:7]1[C:15]2[C:10](=[N:11][CH:12]=[C:13]([O:33][C:29]3[CH:30]=[CH:31][CH:32]=[C:27]([C:25]#[N:26])[CH:28]=3)[N:14]=2)[N:9]([CH2:17][O:18][CH2:19][CH2:20][Si:21]([CH3:24])([CH3:23])[CH3:22])[CH:8]=1)=[O:6])([CH3:3])[CH3:2]. The yield is 0.730. (3) The reactants are C([NH:8][C:9]1[CH:14]=[CH:13][CH:12]=[CH:11][C:10]=1[CH:15]1[CH2:17][CH:16]1[CH:18]1[CH2:20][CH2:19]1)C1C=CC=CC=1. The catalyst is O1CCCC1.[Pd]. The product is [CH:16]1([CH:18]2[CH2:20][CH2:19]2)[CH2:17][CH:15]1[C:10]1[CH:11]=[CH:12][CH:13]=[CH:14][C:9]=1[NH2:8]. The yield is 0.920. (4) The reactants are [CH3:1][N:2]([C@@H:9]([C:11]1[O:12][C:13]2[CH:21]=[CH:20][CH:19]=[CH:18][C:14]=2[C:15]=1[CH2:16][CH3:17])[CH3:10])[S@@](C(C)(C)C)=O.C(O)(C(F)(F)F)=O. The catalyst is CO. The product is [CH3:1][NH:2][C@@H:9]([C:11]1[O:12][C:13]2[CH:21]=[CH:20][CH:19]=[CH:18][C:14]=2[C:15]=1[CH2:16][CH3:17])[CH3:10]. The yield is 0.990.